The task is: Binary Classification. Given a T-cell receptor sequence (or CDR3 region) and an epitope sequence, predict whether binding occurs between them.. This data is from TCR-epitope binding with 47,182 pairs between 192 epitopes and 23,139 TCRs. (1) The epitope is YIFFASFYY. The TCR CDR3 sequence is CASSTKTSEYNEQFF. Result: 1 (the TCR binds to the epitope). (2) The epitope is ITEEVGHTDLMAAY. The TCR CDR3 sequence is CASSFALSYNEQFF. Result: 1 (the TCR binds to the epitope). (3) The epitope is FLYALALLL. The TCR CDR3 sequence is CASSLTNEQFF. Result: 0 (the TCR does not bind to the epitope).